This data is from Forward reaction prediction with 1.9M reactions from USPTO patents (1976-2016). The task is: Predict the product of the given reaction. (1) Given the reactants C(OC(N1C2C(=CC(C3C=CC=CC=3OC)=CC=2)C(C(O)C)=CC1(C)C)=O)(C)(C)C.[CH3:31][O:32][C:33]1[CH:38]=[CH:37][CH:36]=[CH:35][C:34]=1[C:39]1[CH:40]=[C:41]2[C:46](=[CH:47][CH:48]=1)[NH:45][C:44]([CH3:50])([CH3:49])[CH:43]=[C:42]2[CH:51]([O:53][CH2:54][CH2:55][C:56]1C=CC=C[CH:57]=1)[CH3:52].C[Si]([N-][Si](C)(C)C)(C)C.[Na+], predict the reaction product. The product is: [CH2:54]([O:53][CH:51]([C:42]1[C:41]2[C:46](=[CH:47][CH:48]=[C:39]([C:34]3[CH:35]=[CH:36][CH:37]=[CH:38][C:33]=3[O:32][CH3:31])[CH:40]=2)[NH:45][C:44]([CH3:50])([CH3:49])[CH:43]=1)[CH3:52])/[CH:55]=[CH:56]/[CH3:57]. (2) Given the reactants O=[C:2]1[NH:8][CH:7]([C:9]([O:11]C(C)(C)C)=O)[CH2:6][C@@H:5]2[C@H:3]1[CH2:4]2.[OH-].[K+].C[Si](Cl)(C)C.[Li+].[BH4-].[C:25](O[C:25]([O:27][C:28]([CH3:31])([CH3:30])[CH3:29])=[O:26])([O:27][C:28]([CH3:31])([CH3:30])[CH3:29])=[O:26].[OH-].[Na+], predict the reaction product. The product is: [OH:11][CH2:9][C@@H:7]1[CH2:6][C@@H:5]2[C@@H:3]([CH2:4]2)[CH2:2][N:8]1[C:25]([O:27][C:28]([CH3:31])([CH3:30])[CH3:29])=[O:26].